From a dataset of Forward reaction prediction with 1.9M reactions from USPTO patents (1976-2016). Predict the product of the given reaction. (1) Given the reactants [Br:1][C:2]1[CH:7]=[CH:6][C:5]([C:8]([OH:10])=O)=[CH:4][CH:3]=1.ON1C2C=CC=CC=2N=N1.Cl.C(N=C=NCCCN(C)C)C.[CH3:33][N:34]([CH3:38])[CH2:35][CH2:36][NH2:37].C(=O)([O-])O.[Na+], predict the reaction product. The product is: [Br:1][C:2]1[CH:3]=[CH:4][C:5]([C:8]([NH:37][CH2:36][CH2:35][N:34]([CH3:38])[CH3:33])=[O:10])=[CH:6][CH:7]=1. (2) Given the reactants [C:1]([O:5][C:6](=[O:32])[N:7]([C:17]1[S:18][CH:19]=[CH:20][C@:21]([C:24]2[CH:29]=[C:28]([Br:30])[CH:27]=[CH:26][C:25]=2[F:31])([CH3:23])[N:22]=1)[CH2:8][C:9]1[CH:14]=[CH:13][C:12]([O:15][CH3:16])=[CH:11][CH:10]=1)([CH3:4])([CH3:3])[CH3:2].C([N-]C(C)C)(C)C.[Li+].[C:41](=[O:43])=[O:42].[C:44](=O)([O-])[O-].[K+].[K+].CI, predict the reaction product. The product is: [Br:30][C:28]1[CH:27]=[CH:26][C:25]([F:31])=[C:24]([C@:21]2([CH3:23])[CH:20]=[C:19]([C:41]([O:43][CH3:44])=[O:42])[S:18][C:17]([N:7]([C:6]([O:5][C:1]([CH3:2])([CH3:3])[CH3:4])=[O:32])[CH2:8][C:9]3[CH:10]=[CH:11][C:12]([O:15][CH3:16])=[CH:13][CH:14]=3)=[N:22]2)[CH:29]=1. (3) Given the reactants Cl.[CH3:2][O:3][C:4](=[O:10])[C@@H:5]1[CH2:9][CH2:8][CH2:7][NH:6]1.[NH:11]1[CH:15]=[CH:14][C:13]([C:16]2[CH:21]=[CH:20][C:19]([C@H:22]3[CH2:27][CH2:26][C@H:25]([CH2:28][C:29](O)=[O:30])[CH2:24][CH2:23]3)=[CH:18][CH:17]=2)=[N:12]1.Cl.C(N=C=NCCCN(C)C)C.O.ON1C2C=CC=CC=2N=N1.CN1CCOCC1, predict the reaction product. The product is: [NH:11]1[CH:15]=[CH:14][C:13]([C:16]2[CH:21]=[CH:20][C:19]([C@H:22]3[CH2:23][CH2:24][C@H:25]([CH2:28][C:29]([N:6]4[CH2:7][CH2:8][CH2:9][C@H:5]4[C:4]([O:3][CH3:2])=[O:10])=[O:30])[CH2:26][CH2:27]3)=[CH:18][CH:17]=2)=[N:12]1. (4) Given the reactants [CH3:1][C:2]([C:7]1[CH:12]=[CH:11][CH:10]=[CH:9][CH:8]=1)([CH3:6])[C:3](=[O:5])[CH3:4].OC1C([O:21][S:22]([C:25]2[CH:31]=[CH:30][C:28]([CH3:29])=[CH:27][CH:26]=2)(=[O:24])=[O:23])=C(I)C=CC=1, predict the reaction product. The product is: [CH3:6][C:2]([C:7]1[CH:8]=[CH:9][CH:10]=[CH:11][CH:12]=1)([CH3:1])[C:3](=[O:5])[CH2:4][O:24][S:22]([C:25]1[CH:31]=[CH:30][C:28]([CH3:29])=[CH:27][CH:26]=1)(=[O:21])=[O:23]. (5) Given the reactants Cl[C:2]1[C:11]2[C:6](=[CH:7][C:8]([C:12]3[CH:13]=[C:14]([CH:19]=[CH:20][C:21]=3[CH3:22])[C:15]([O:17][CH3:18])=[O:16])=[CH:9][CH:10]=2)[CH:5]=[N:4][N:3]=1.[CH3:23][N:24](C=O)C, predict the reaction product. The product is: [C:23]([C:2]1[C:11]2[C:6](=[CH:7][C:8]([C:12]3[CH:13]=[C:14]([CH:19]=[CH:20][C:21]=3[CH3:22])[C:15]([O:17][CH3:18])=[O:16])=[CH:9][CH:10]=2)[CH:5]=[N:4][N:3]=1)#[N:24]. (6) Given the reactants [NH2:1][C:2]1[CH:9]=[C:8]([O:10][CH3:11])[C:7]([O:12][CH2:13][C:14]2[CH:19]=[CH:18][CH:17]=[CH:16][CH:15]=2)=[CH:6][C:3]=1[C:4]#[N:5].[O-:20][C:21]#[N:22].[Na+].FC(F)(F)C(O)=O.O, predict the reaction product. The product is: [NH2:5][C:4]1[C:3]2[C:2](=[CH:9][C:8]([O:10][CH3:11])=[C:7]([O:12][CH2:13][C:14]3[CH:19]=[CH:18][CH:17]=[CH:16][CH:15]=3)[CH:6]=2)[N:1]=[C:21]([OH:20])[N:22]=1. (7) Given the reactants [Br:1][C:2]1[CH:11]=[CH:10][C:9]2[N:8]=[CH:7][C:6]3[NH:12][C:13](=[O:26])[N:14]([C:15]4[CH:20]=[CH:19][C:18]([C:21]([CH3:25])([CH3:24])[C:22]#[N:23])=[CH:17][CH:16]=4)[C:5]=3[C:4]=2[CH:3]=1.C([O-])(=O)C.[Na+].O.[C:33](O[C:33](=[O:37])/[CH:34]=[CH:35]/[CH3:36])(=[O:37])/[CH:34]=[CH:35]/[CH3:36], predict the reaction product. The product is: [Br:1][C:2]1[CH:11]=[CH:10][C:9]2[N:8]=[CH:7][C:6]3[N:12]([C:33](=[O:37])/[CH:34]=[CH:35]/[CH3:36])[C:13](=[O:26])[N:14]([C:15]4[CH:20]=[CH:19][C:18]([C:21]([CH3:24])([CH3:25])[C:22]#[N:23])=[CH:17][CH:16]=4)[C:5]=3[C:4]=2[CH:3]=1. (8) Given the reactants [F:1]C1C=CC=CN=1.CC[N:10]([CH2:13][CH3:14])CC.[C:15](Cl)(=[O:22])[C:16]1[CH:21]=[CH:20][CH:19]=[CH:18][CH:17]=1.[CH2:24]1[CH2:28]O[CH2:26][CH2:25]1, predict the reaction product. The product is: [F:1][C:24]1[CH:28]=[CH:14][C:13]([NH:10][C:15](=[O:22])[C:16]2[CH:21]=[CH:20][CH:19]=[CH:18][CH:17]=2)=[CH:26][CH:25]=1. (9) Given the reactants [CH3:1][O:2][C:3](=[O:24])[C:4]1[CH:9]=[CH:8][C:7]([NH:10][CH2:11][C:12]2[CH:16]=[C:15]([C:17]3[S:18][C:19]([Cl:22])=[CH:20][CH:21]=3)[O:14][N:13]=2)=[C:6]([NH2:23])[CH:5]=1.CO[C:27](=N)[C:28]([Cl:31])([Cl:30])[Cl:29], predict the reaction product. The product is: [CH3:1][O:2][C:3]([C:4]1[CH:9]=[CH:8][C:7]2[N:10]([CH2:11][C:12]3[CH:16]=[C:15]([C:17]4[S:18][C:19]([Cl:22])=[CH:20][CH:21]=4)[O:14][N:13]=3)[C:27]([C:28]([Cl:31])([Cl:30])[Cl:29])=[N:23][C:6]=2[CH:5]=1)=[O:24].